This data is from Reaction yield outcomes from USPTO patents with 853,638 reactions. The task is: Predict the reaction yield, written as a fraction of the theoretical maximum amount of product (1.0 means a 100% yield; for example, 0.34 means a 34% yield). (1) The reactants are [Cl:1][C:2]1[CH:3]=[C:4]([OH:21])[CH:5]=[C:6]2[C:11]=1[O:10][CH:9]([C:12]([F:15])([F:14])[F:13])[C:8]([C:16]([O:18][CH2:19][CH3:20])=[O:17])=[CH:7]2.C([O-])([O-])=O.[K+].[K+].[CH:28]1(I)[CH2:33][CH2:32][CH2:31][CH2:30][CH2:29]1.[Na+].[Cl-]. The catalyst is CN(C=O)C.O. The product is [Cl:1][C:2]1[CH:3]=[C:4]([O:21][CH:28]2[CH2:33][CH2:32][CH2:31][CH2:30][CH2:29]2)[CH:5]=[C:6]2[C:11]=1[O:10][CH:9]([C:12]([F:15])([F:14])[F:13])[C:8]([C:16]([O:18][CH2:19][CH3:20])=[O:17])=[CH:7]2. The yield is 0.0350. (2) The reactants are [CH:1]1([C:4]2[NH:8][C:7]3[C:9]([O:16][CH3:17])=[CH:10][CH:11]=[C:12]([C:13]([OH:15])=O)[C:6]=3[N:5]=2)[CH2:3][CH2:2]1.[NH2:18][CH2:19][CH2:20][C:21]1[CH:26]=[CH:25][C:24]([S:27]([NH2:30])(=[O:29])=[O:28])=[CH:23][CH:22]=1. No catalyst specified. The product is [CH:1]1([C:4]2[NH:5][C:6]3[C:12]([C:13]([NH:18][CH2:19][CH2:20][C:21]4[CH:22]=[CH:23][C:24]([S:27](=[O:29])(=[O:28])[NH2:30])=[CH:25][CH:26]=4)=[O:15])=[CH:11][CH:10]=[C:9]([O:16][CH3:17])[C:7]=3[N:8]=2)[CH2:2][CH2:3]1. The yield is 0.460.